From a dataset of Full USPTO retrosynthesis dataset with 1.9M reactions from patents (1976-2016). Predict the reactants needed to synthesize the given product. (1) Given the product [C:1]([O:5][C:6](=[O:36])[NH:7][C:8]1([C:12]2[CH:17]=[CH:16][C:15]([C:18]3[C:27](=[O:28])[C:26]4[C:21](=[C:22]([N:37]5[CH2:42][CH2:41][O:40][CH2:39][CH2:38]5)[CH:23]=[CH:24][CH:25]=4)[O:20][C:19]=3[C:30]3[CH:35]=[CH:34][CH:33]=[CH:32][CH:31]=3)=[CH:14][CH:13]=2)[CH2:11][CH2:10][CH2:9]1)([CH3:4])([CH3:3])[CH3:2], predict the reactants needed to synthesize it. The reactants are: [C:1]([O:5][C:6](=[O:36])[NH:7][C:8]1([C:12]2[CH:17]=[CH:16][C:15]([C:18]3[C:27](=[O:28])[C:26]4[C:21](=[C:22](Br)[CH:23]=[CH:24][CH:25]=4)[O:20][C:19]=3[C:30]3[CH:35]=[CH:34][CH:33]=[CH:32][CH:31]=3)=[CH:14][CH:13]=2)[CH2:11][CH2:10][CH2:9]1)([CH3:4])([CH3:3])[CH3:2].[NH:37]1[CH2:42][CH2:41][O:40][CH2:39][CH2:38]1.C1C=CC(P(C2C=CC3C(=CC=CC=3)C=2C2C3C(=CC=CC=3)C=CC=2P(C2C=CC=CC=2)C2C=CC=CC=2)C2C=CC=CC=2)=CC=1.C(=O)([O-])[O-].[Cs+].[Cs+]. (2) Given the product [OH:2][CH2:3][C:4]1[CH:5]=[CH:6][C:7]([C:10]2[O:11][C:12]([C:15]3[CH:16]=[CH:17][CH:18]=[CH:19][CH:20]=3)=[CH:13][N:14]=2)=[CH:8][CH:9]=1, predict the reactants needed to synthesize it. The reactants are: C[O:2][C:3](=O)[C:4]1[CH:9]=[CH:8][C:7]([C:10]2[O:11][C:12]([C:15]3[CH:20]=[CH:19][CH:18]=[CH:17][CH:16]=3)=[CH:13][N:14]=2)=[CH:6][CH:5]=1.CC(C[AlH]CC(C)C)C.C(C(C(C([O-])=O)O)O)([O-])=O.[K+].[Na+]. (3) Given the product [CH3:2][S:6][CH2:7][CH2:8][CH2:9][CH2:10][CH2:11][CH2:12][CH2:13][CH2:14][OH:15], predict the reactants needed to synthesize it. The reactants are: [Li][CH2:2]CCC.[SH:6][CH2:7][CH2:8][CH2:9][CH2:10][CH2:11][CH2:12][CH2:13][CH2:14][OH:15].IC.